From a dataset of Forward reaction prediction with 1.9M reactions from USPTO patents (1976-2016). Predict the product of the given reaction. (1) Given the reactants [CH2:1]([O:3][C:4]([C:6]1[O:7][C:8]2[CH:15]=[CH:14][C:13]([Br:16])=[C:12]([OH:17])[C:9]=2[C:10]=1[CH3:11])=[O:5])[CH3:2].C(=O)([O-])[O-].[K+].[K+].Br[CH:25]([CH3:27])[CH3:26], predict the reaction product. The product is: [Br:16][C:13]1[CH:14]=[CH:15][C:8]2[O:7][C:6]([C:4]([O:3][CH2:1][CH3:2])=[O:5])=[C:10]([CH3:11])[C:9]=2[C:12]=1[O:17][CH:25]([CH3:27])[CH3:26]. (2) Given the reactants [NH2:1][CH2:2][CH:3]1[CH2:8][CH2:7][C:6]2[C:9]3[C:14]([NH:15][C:16]4[CH:25]=[CH:24][C:19]5[NH:20][C:21](=[O:23])[S:22][C:18]=5[CH:17]=4)=[N:13][CH:12]=[N:11][C:10]=3[S:26][C:5]=2[CH2:4]1.CN(C)C=O.[CH3:32][CH:33]([CH3:37])[C:34](Cl)=[O:35].C(N(CC)CC)C, predict the reaction product. The product is: [CH3:32][CH:33]([CH3:37])[C:34]([NH:1][CH2:2][CH:3]1[CH2:8][CH2:7][C:6]2[C:9]3[C:14]([NH:15][C:16]4[CH:25]=[CH:24][C:19]5[NH:20][C:21](=[O:23])[S:22][C:18]=5[CH:17]=4)=[N:13][CH:12]=[N:11][C:10]=3[S:26][C:5]=2[CH2:4]1)=[O:35]. (3) Given the reactants [CH2:1]([O:6][CH2:7][C:8]#[C:9][CH2:10][OH:11])[CH2:2][CH2:3][CH2:4][CH3:5].C(N(CC)CC)C.[CH3:19][S:20](Cl)(=[O:22])=[O:21].C=O, predict the reaction product. The product is: [CH3:19][S:20]([O:11][CH2:10][C:9]#[C:8][CH2:7][O:6][CH2:1][CH2:2][CH2:3][CH2:4][CH3:5])(=[O:22])=[O:21]. (4) Given the reactants Cl[C:2]1[C:11]2[C:6](=[CH:7][CH:8]=[C:9]([I:12])[CH:10]=2)[N:5]=[CH:4][N:3]=1.[NH:13]1[C:22]2[C:17](=[CH:18][CH:19]=[CH:20][CH:21]=2)[CH2:16][CH2:15][CH2:14]1.N1C2C(=CC=CC=2)C=NC=1, predict the reaction product. The product is: [N:13]1([C:2]2[C:11]3[C:6](=[CH:7][CH:8]=[C:9]([I:12])[CH:10]=3)[N:5]=[CH:4][N:3]=2)[C:22]2[C:17](=[CH:18][CH:19]=[CH:20][CH:21]=2)[CH2:16][CH2:15][CH2:14]1. (5) Given the reactants [Cl:1][C:2]1[N:7]=[CH:6][C:5]([NH:8][CH3:9])=[C:4]([C:10]2[CH:15]=[CH:14][CH:13]=[CH:12][C:11]=2[Cl:16])[CH:3]=1.[Cl:17][C:18]1[CH:19]=[C:20]([C:25]([CH3:30])([CH3:29])[C:26](Cl)=[O:27])[CH:21]=[C:22]([Cl:24])[CH:23]=1.C1(C)C=CC=CC=1, predict the reaction product. The product is: [Cl:1][C:2]1[N:7]=[CH:6][C:5]([N:8]([CH3:9])[C:26](=[O:27])[C:25]([C:20]2[CH:19]=[C:18]([Cl:17])[CH:23]=[C:22]([Cl:24])[CH:21]=2)([CH3:30])[CH3:29])=[C:4]([C:10]2[CH:15]=[CH:14][CH:13]=[CH:12][C:11]=2[Cl:16])[CH:3]=1. (6) Given the reactants [Cl:1][C:2]1[CH:3]=[CH:4][C:5]([C:24]([NH2:26])=O)=[C:6]2[C:10]=1[N:9]=[C:8]1[N:11]([C:15]3[C:20]([Cl:21])=[CH:19][C:18]([Cl:22])=[CH:17][C:16]=3[Cl:23])[CH2:12][CH2:13][CH2:14][N:7]21.C(N(CC)CC)C.S(Cl)(Cl)=O, predict the reaction product. The product is: [Cl:1][C:2]1[CH:3]=[CH:4][C:5]([C:24]#[N:26])=[C:6]2[C:10]=1[N:9]=[C:8]1[N:11]([C:15]3[C:20]([Cl:21])=[CH:19][C:18]([Cl:22])=[CH:17][C:16]=3[Cl:23])[CH2:12][CH2:13][CH2:14][N:7]21.